From a dataset of Peptide-MHC class II binding affinity with 134,281 pairs from IEDB. Regression. Given a peptide amino acid sequence and an MHC pseudo amino acid sequence, predict their binding affinity value. This is MHC class II binding data. The peptide sequence is KGSNDHYLALLVKYA. The MHC is DRB5_0101 with pseudo-sequence DRB5_0101. The binding affinity (normalized) is 0.530.